From a dataset of Catalyst prediction with 721,799 reactions and 888 catalyst types from USPTO. Predict which catalyst facilitates the given reaction. (1) Reactant: [NH2:1][C@H:2]1[CH2:7][CH2:6][C@H:5]([OH:8])[CH2:4][CH2:3]1.Cl[C:10]1[N:15]=[C:14]([C:16]2[C:24]3[C:19](=[CH:20][CH:21]=[CH:22][CH:23]=3)[N:18]([CH3:25])[CH:17]=2)[CH:13]=[CH:12][N:11]=1. The catalyst class is: 37. Product: [CH3:25][N:18]1[C:19]2[C:24](=[CH:23][CH:22]=[CH:21][CH:20]=2)[C:16]([C:14]2[CH:13]=[CH:12][N:11]=[C:10]([NH:1][C@H:2]3[CH2:7][CH2:6][C@H:5]([OH:8])[CH2:4][CH2:3]3)[N:15]=2)=[CH:17]1. (2) Reactant: Br.Cl[C:3]1[CH:4]=[C:5]([CH3:13])[C:6]2[N:7]([C:9]([NH2:12])=[N:10][N:11]=2)[N:8]=1.[O-:14][CH2:15][CH3:16].[Na+]. Product: [CH2:15]([O:14][C:3]1[CH:4]=[C:5]([CH3:13])[C:6]2[N:7]([C:9]([NH2:12])=[N:10][N:11]=2)[N:8]=1)[CH3:16]. The catalyst class is: 8. (3) Reactant: [NH2:1][C:2]1[CH:3]=[C:4]([CH:8]=[CH:9][C:10]=1[O:11][CH3:12])[C:5]([OH:7])=O.CN(C(ON1N=NC2C=CC=CC1=2)=[N+](C)C)C.F[P-](F)(F)(F)(F)F.Cl.[Br:38][C:39]1[CH:44]=[CH:43][C:42]([CH:45]2[CH2:48][NH:47][CH2:46]2)=[CH:41][CH:40]=1.CCN(C(C)C)C(C)C. Product: [NH2:1][C:2]1[CH:3]=[C:4]([C:5]([N:47]2[CH2:46][CH:45]([C:42]3[CH:43]=[CH:44][C:39]([Br:38])=[CH:40][CH:41]=3)[CH2:48]2)=[O:7])[CH:8]=[CH:9][C:10]=1[O:11][CH3:12]. The catalyst class is: 39. (4) Reactant: Br[CH2:2][C:3]([C:5]1[CH:10]=[CH:9][CH:8]=[CH:7][CH:6]=1)=O.[CH2:11]([NH:18][C:19]([NH2:21])=[S:20])[C:12]1[CH:17]=[CH:16][CH:15]=[CH:14][CH:13]=1.[H-].[Na+].Cl[CH2:25][C:26]1[CH:45]=[CH:44][C:29]([CH2:30][O:31][C:32]2[CH:37]=[CH:36][C:35]([CH2:38][CH2:39][C:40]([O:42]C)=[O:41])=[CH:34][CH:33]=2)=[CH:28][CH:27]=1. Product: [CH2:11]([N:18]([CH2:25][C:26]1[CH:45]=[CH:44][C:29]([CH2:30][O:31][C:32]2[CH:37]=[CH:36][C:35]([CH2:38][CH2:39][C:40]([OH:42])=[O:41])=[CH:34][CH:33]=2)=[CH:28][CH:27]=1)[C:19]1[S:20][CH:2]=[C:3]([C:5]2[CH:10]=[CH:9][CH:8]=[CH:7][CH:6]=2)[N:21]=1)[C:12]1[CH:17]=[CH:16][CH:15]=[CH:14][CH:13]=1. The catalyst class is: 145. (5) Reactant: [Cl:1][C:2]1[CH:7]=[CH:6][C:5]([CH2:8][C@H:9]([C:18]([N:20]2[CH2:25][CH2:24][N:23]([C:26]3[CH:31]=[CH:30][CH:29]=[CH:28][C:27]=3[N:32]([CH2:37][CH:38]3[CH2:40][CH2:39]3)[S:33]([CH3:36])(=[O:35])=[O:34])[CH2:22][CH2:21]2)=[O:19])[CH2:10][C:11]([O:13]C(C)(C)C)=[O:12])=[CH:4][CH:3]=1. Product: [Cl:1][C:2]1[CH:3]=[CH:4][C:5]([CH2:8][C@H:9]([C:18]([N:20]2[CH2:21][CH2:22][N:23]([C:26]3[CH:31]=[CH:30][CH:29]=[CH:28][C:27]=3[N:32]([CH2:37][CH:38]3[CH2:40][CH2:39]3)[S:33]([CH3:36])(=[O:35])=[O:34])[CH2:24][CH2:25]2)=[O:19])[CH2:10][C:11]([OH:13])=[O:12])=[CH:6][CH:7]=1. The catalyst class is: 137. (6) The catalyst class is: 6. Product: [CH2:19]([O:17][C:16]([C:6]1[C:5]([OH:4])=[CH:14][C:13]2[C:8](=[CH:9][C:10]([O:15][CH2:1][CH2:25][CH3:24])=[CH:11][CH:12]=2)[CH:7]=1)=[O:18])[CH2:20][CH3:21]. Reactant: [CH3:1][O-].[Na+].[OH:4][C:5]1[C:6]([C:16]([OH:18])=[O:17])=[CH:7][C:8]2[C:13]([CH:14]=1)=[CH:12][CH:11]=[C:10]([OH:15])[CH:9]=2.[CH2:19](I)[CH2:20][CH3:21].Cl.[CH3:24][C:25](N(C)C)=O. (7) Reactant: [CH2:1]([O:8][C:9]1[CH:16]=[CH:15][C:12]([CH2:13][OH:14])=[CH:11][CH:10]=1)[C:2]1[CH:7]=[CH:6][CH:5]=[CH:4][CH:3]=1.Cl[C:18]([O:20][CH:21]([Cl:23])[CH3:22])=[O:19].N1C=CC=CC=1. Product: [Cl:23][CH:21]([O:20][C:18](=[O:19])[O:14][CH2:13][C:12]1[CH:11]=[CH:10][C:9]([O:8][CH2:1][C:2]2[CH:3]=[CH:4][CH:5]=[CH:6][CH:7]=2)=[CH:16][CH:15]=1)[CH3:22]. The catalyst class is: 2.